This data is from Peptide-MHC class I binding affinity with 185,985 pairs from IEDB/IMGT. The task is: Regression. Given a peptide amino acid sequence and an MHC pseudo amino acid sequence, predict their binding affinity value. This is MHC class I binding data. (1) The peptide sequence is RVYINVVVK. The MHC is HLA-A02:11 with pseudo-sequence HLA-A02:11. The binding affinity (normalized) is 0.408. (2) The peptide sequence is YVFPVIFSK. The MHC is HLA-B45:01 with pseudo-sequence HLA-B45:01. The binding affinity (normalized) is 0. (3) The peptide sequence is AAFEFINSL. The MHC is H-2-Db with pseudo-sequence H-2-Db. The binding affinity (normalized) is 0.374.